From a dataset of Forward reaction prediction with 1.9M reactions from USPTO patents (1976-2016). Predict the product of the given reaction. The product is: [N:1]([CH:4]1[CH2:9][N:8]([C:37](=[O:38])[C:36]2[CH:40]=[CH:41][CH:42]=[C:34]([C:30]3[O:29][CH:33]=[CH:32][CH:31]=3)[CH:35]=2)[CH2:7][CH:6]([C:10]([NH:12][C:13]2[CH:14]=[CH:15][C:16]([Cl:19])=[CH:17][CH:18]=2)=[O:11])[CH2:5]1)=[N+:2]=[N-:3]. Given the reactants [N:1]([CH:4]1[CH2:9][NH:8][CH2:7][CH:6]([C:10]([NH:12][C:13]2[CH:18]=[CH:17][C:16]([Cl:19])=[CH:15][CH:14]=2)=[O:11])[CH2:5]1)=[N+:2]=[N-:3].C(N(CC)C(C)C)(C)C.[O:29]1[CH:33]=[CH:32][CH:31]=[C:30]1[C:34]1[CH:35]=[C:36]([CH:40]=[CH:41][CH:42]=1)[C:37](O)=[O:38].Cl.CN(C)CCCN=C=NCC, predict the reaction product.